From a dataset of Catalyst prediction with 721,799 reactions and 888 catalyst types from USPTO. Predict which catalyst facilitates the given reaction. (1) Reactant: [C:1]([O:5][C:6]([N:8]([CH2:10][C:11]1[CH:12]=[C:13]([C:32]2[CH:37]=[CH:36][CH:35]=[CH:34][C:33]=2[F:38])[N:14]([S:16]([C:19]2[CH:20]=[C:21]([CH:29]=[CH:30][CH:31]=2)[O:22][CH2:23][C:24]([O:26]CC)=[O:25])(=[O:18])=[O:17])[CH:15]=1)[CH3:9])=[O:7])([CH3:4])([CH3:3])[CH3:2].[OH-].[Li+].O1CCCC1.Cl. Product: [C:1]([O:5][C:6]([N:8]([CH2:10][C:11]1[CH:12]=[C:13]([C:32]2[CH:37]=[CH:36][CH:35]=[CH:34][C:33]=2[F:38])[N:14]([S:16]([C:19]2[CH:20]=[C:21]([CH:29]=[CH:30][CH:31]=2)[O:22][CH2:23][C:24]([OH:26])=[O:25])(=[O:18])=[O:17])[CH:15]=1)[CH3:9])=[O:7])([CH3:4])([CH3:2])[CH3:3]. The catalyst class is: 6. (2) Reactant: [CH2:1]([N:8]1[C:16]2[C:11](=[CH:12][CH:13]=[CH:14][CH:15]=2)[C:10]([C:17]([N:19]2[CH2:24][CH2:23][CH:22]([N:25]3[C:29]4[CH:30]=[CH:31][CH:32]=[CH:33][C:28]=4[NH:27][C:26]3=[O:34])[CH2:21][CH2:20]2)=[O:18])=[C:9]1[CH3:35])[C:2]1[CH:7]=[CH:6][CH:5]=[CH:4][CH:3]=1.[H-].[Na+].Cl[CH2:39][CH2:40][N:41]([CH3:43])[CH3:42]. Product: [CH2:1]([N:8]1[C:16]2[C:11](=[CH:12][CH:13]=[CH:14][CH:15]=2)[C:10]([C:17]([N:19]2[CH2:24][CH2:23][CH:22]([N:25]3[C:29]4[CH:30]=[CH:31][CH:32]=[CH:33][C:28]=4[N:27]([CH2:39][CH2:40][N:41]([CH3:43])[CH3:42])[C:26]3=[O:34])[CH2:21][CH2:20]2)=[O:18])=[C:9]1[CH3:35])[C:2]1[CH:7]=[CH:6][CH:5]=[CH:4][CH:3]=1. The catalyst class is: 3. (3) Reactant: [CH2:1](Br)[C:2]1[CH:7]=[CH:6][CH:5]=[CH:4][CH:3]=1.[CH2:9]1[CH:17]2[CH:12]([CH2:13][NH:14][CH2:15][CH2:16]2)[CH2:11][N:10]1[C:18]([O:20][C:21]([CH3:24])([CH3:23])[CH3:22])=[O:19].C(=O)([O-])[O-].[K+].[K+].C1OCCOCCOCCOCCOCCOC1. Product: [CH2:1]([N:14]1[CH2:15][CH2:16][CH:17]2[CH2:9][N:10]([C:18]([O:20][C:21]([CH3:24])([CH3:23])[CH3:22])=[O:19])[CH2:11][CH:12]2[CH2:13]1)[C:2]1[CH:7]=[CH:6][CH:5]=[CH:4][CH:3]=1. The catalyst class is: 7. (4) Reactant: [NH2:1][C:2]1[C:11](Br)=[CH:10][CH:9]=[CH:8][C:3]=1[C:4]([O:6][CH3:7])=[O:5].[CH:13]([N:16]([CH:28]([CH3:30])[CH3:29])[C:17]([C:19]1[CH:24]=[CH:23][N:22]=[CH:21][C:20]=1B(O)O)=[O:18])([CH3:15])[CH3:14].C(=O)([O-])[O-].[Cs+].[Cs+].O. Product: [NH2:1][C:2]1[C:11]([C:24]2[CH:23]=[N:22][CH:21]=[CH:20][C:19]=2[C:17](=[O:18])[N:16]([CH:28]([CH3:30])[CH3:29])[CH:13]([CH3:14])[CH3:15])=[CH:10][CH:9]=[CH:8][C:3]=1[C:4]([O:6][CH3:7])=[O:5]. The catalyst class is: 75.